This data is from Forward reaction prediction with 1.9M reactions from USPTO patents (1976-2016). The task is: Predict the product of the given reaction. (1) Given the reactants [CH3:1][O:2][C:3]([CH:5]1[CH:9]([CH:10]2[CH2:12][CH2:11]2)[CH2:8][N:7](CC2C=CC=CC=2)[CH2:6]1)=[O:4], predict the reaction product. The product is: [CH3:1][O:2][C:3]([CH:5]1[CH:9]([CH:10]2[CH2:12][CH2:11]2)[CH2:8][NH:7][CH2:6]1)=[O:4]. (2) The product is: [C:27]1([C:33]2[O:37][N:36]=[C:35]([C:38]3[O:26][N:25]=[C:21]4[C:22]5[C:17]([CH2:18][CH2:19][C:20]=34)=[CH:16][C:15]([CH:13]=[CH2:14])=[CH:24][CH:23]=5)[C:34]=2[C:42]([F:45])([F:44])[F:43])[CH:28]=[CH:29][CH:30]=[CH:31][CH:32]=1. Given the reactants C(NC(C)C)(C)C.C([Li])CCC.[CH:13]([C:15]1[CH:16]=[C:17]2[C:22](=[CH:23][CH:24]=1)/[C:21](=[N:25]/[OH:26])/[CH2:20][CH2:19][CH2:18]2)=[CH2:14].[C:27]1([C:33]2[O:37][N:36]=[C:35]([C:38](OC)=O)[C:34]=2[C:42]([F:45])([F:44])[F:43])[CH:32]=[CH:31][CH:30]=[CH:29][CH:28]=1.O.C1(C)C=CC(S(O)(=O)=O)=CC=1, predict the reaction product. (3) Given the reactants [CH3:1][O:2][C:3]1[CH:8]=[CH:7][C:6]([S:9]([C:12]2([C:25]([OH:27])=O)[CH2:17][CH2:16][N:15]([CH2:18][C:19]3[CH:24]=[CH:23][CH:22]=[CH:21][CH:20]=3)[CH2:14][CH2:13]2)(=[O:11])=[O:10])=[CH:5][CH:4]=1.C(Cl)(=O)C(Cl)=O.Cl.[NH2:35][OH:36].C(N(CC)CC)C, predict the reaction product. The product is: [OH:36][NH:35][C:25]([C:12]1([S:9]([C:6]2[CH:7]=[CH:8][C:3]([O:2][CH3:1])=[CH:4][CH:5]=2)(=[O:11])=[O:10])[CH2:17][CH2:16][N:15]([CH2:18][C:19]2[CH:24]=[CH:23][CH:22]=[CH:21][CH:20]=2)[CH2:14][CH2:13]1)=[O:27]. (4) Given the reactants [OH:1][C:2]1[CH:11]=[C:10]([CH3:12])[C:9]2[C:8](=[O:13])[NH:7][C@@H:6]3[CH2:14][N:15]([C:17]([O:19][C:20]([CH3:23])([CH3:22])[CH3:21])=[O:18])[CH2:16][C@H:5]3[C:4]=2[CH:3]=1.[F:24][C:25]([F:38])([F:37])[S:26](O[S:26]([C:25]([F:38])([F:37])[F:24])(=[O:28])=[O:27])(=[O:28])=[O:27], predict the reaction product. The product is: [CH3:12][C:10]1[C:9]2[C:8](=[O:13])[NH:7][C@@H:6]3[CH2:14][N:15]([C:17]([O:19][C:20]([CH3:23])([CH3:22])[CH3:21])=[O:18])[CH2:16][C@H:5]3[C:4]=2[CH:3]=[C:2]([O:1][S:26]([C:25]([F:38])([F:37])[F:24])(=[O:28])=[O:27])[CH:11]=1. (5) Given the reactants [N:1]1([C:12](=[O:13])[C:11]2[N:10]([CH2:14][C:15]([OH:17])=O)[CH:9]=[N:8][C:7]=2[N:5]([CH3:6])[C:3]1=[O:4])[CH3:2].CN(C(ON1N=NC2C=CC=NC1=2)=[N+](C)C)C.F[P-](F)(F)(F)(F)F.[NH2:42][C:43]1[CH:48]=[CH:47][C:46]([C:49]([OH:52])([CH3:51])[CH3:50])=[CH:45][CH:44]=1, predict the reaction product. The product is: [CH3:2][N:1]1[C:12](=[O:13])[C:11]2[N:10]([CH2:14][C:15]([NH:42][C:43]3[CH:44]=[CH:45][C:46]([C:49]([OH:52])([CH3:50])[CH3:51])=[CH:47][CH:48]=3)=[O:17])[CH:9]=[N:8][C:7]=2[N:5]([CH3:6])[C:3]1=[O:4]. (6) Given the reactants [CH3:1][Si:2](Cl)([CH3:4])[CH3:3].[CH3:6][O:7][C:8]([C:10]1[S:11][C:12]([C:39]#[C:40][C:41]([CH3:46])([CH3:45])[CH2:42][CH2:43][OH:44])=[CH:13][C:14]=1[N:15]([CH:25]1[CH2:30][CH2:29][CH:28]([O:31][Si:32]([C:35]([CH3:38])([CH3:37])[CH3:36])([CH3:34])[CH3:33])[CH2:27][CH2:26]1)[C:16]([CH:18]1[CH2:23][CH2:22][CH:21]([CH3:24])[CH2:20][CH2:19]1)=[O:17])=[O:9].C(N(CC)CC)C, predict the reaction product. The product is: [CH3:6][O:7][C:8]([C:10]1[S:11][C:12]([C:39]#[C:40][C:41]([CH3:45])([CH3:46])[CH2:42][CH2:43][O:44][Si:2]([CH3:4])([CH3:3])[CH3:1])=[CH:13][C:14]=1[N:15]([CH:25]1[CH2:30][CH2:29][CH:28]([O:31][Si:32]([C:35]([CH3:36])([CH3:37])[CH3:38])([CH3:34])[CH3:33])[CH2:27][CH2:26]1)[C:16]([CH:18]1[CH2:19][CH2:20][CH:21]([CH3:24])[CH2:22][CH2:23]1)=[O:17])=[O:9]. (7) The product is: [Cl:1][CH2:2][CH:3]1[C:11]2[C:10]3[CH:12]=[CH:13][C:14]([N+:22]([O-:24])=[O:23])=[CH:15][C:9]=3[CH:8]=[CH:7][C:6]=2[N:5]([C:16](=[O:21])[C:17]([F:20])([F:18])[F:19])[CH2:4]1. Given the reactants [Cl:1][CH2:2][CH:3]1[C:11]2[C:10]3[CH:12]=[CH:13][CH:14]=[CH:15][C:9]=3[CH:8]=[CH:7][C:6]=2[N:5]([C:16](=[O:21])[C:17]([F:20])([F:19])[F:18])[CH2:4]1.[N+:22]([O-])([OH:24])=[O:23], predict the reaction product.